This data is from Forward reaction prediction with 1.9M reactions from USPTO patents (1976-2016). The task is: Predict the product of the given reaction. (1) Given the reactants C1(P(C2CCCCC2)C2C=CC=CC=2C2C=CC=CC=2)CCCCC1.Cl[C:27]1[N:32]=[CH:31][C:30]([O:33][C:34]2[C:39]([C:40]3[CH:45]=[CH:44][N:43]=[C:42]([S:46][CH3:47])[N:41]=3)=[CH:38][CH:37]=[CH:36][N:35]=2)=[CH:29][CH:28]=1.C[Si]([N-:52][Si](C)(C)C)(C)C.[Li+], predict the reaction product. The product is: [CH3:47][S:46][C:42]1[N:41]=[C:40]([C:39]2[C:34]([O:33][C:30]3[CH:29]=[CH:28][C:27]([NH2:52])=[N:32][CH:31]=3)=[N:35][CH:36]=[CH:37][CH:38]=2)[CH:45]=[CH:44][N:43]=1. (2) Given the reactants [F:1][C:2]1[CH:3]=[C:4]([CH:24]=[CH:25][CH:26]=1)[CH2:5][N:6]1[C:14]2[C:9](=[C:10]([CH:15]3[CH2:20][CH2:19][NH:18][CH2:17][CH2:16]3)[CH:11]=[CH:12][CH:13]=2)[CH:8]=[C:7]1[C:21]([NH2:23])=[O:22].C=O.[BH-](OC(C)=O)(OC(C)=O)O[C:31](C)=O.[Na+].C(=O)(O)[O-].[Na+], predict the reaction product. The product is: [F:1][C:2]1[CH:3]=[C:4]([CH:24]=[CH:25][CH:26]=1)[CH2:5][N:6]1[C:14]2[C:9](=[C:10]([CH:15]3[CH2:20][CH2:19][N:18]([CH3:31])[CH2:17][CH2:16]3)[CH:11]=[CH:12][CH:13]=2)[CH:8]=[C:7]1[C:21]([NH2:23])=[O:22]. (3) Given the reactants [F:1][C:2]1[CH:3]=[C:4]([N:10]2[CH2:14][C@H:13]([CH2:15][NH:16][C:17](=[O:19])[CH3:18])[O:12][C:11]2=[O:20])[CH:5]=[CH:6][C:7]=1[NH:8][NH2:9].[CH:21]1[C:26]([CH:27]([CH:30]=O)[CH:28]=O)=[CH:25][CH:24]=[N:23][CH:22]=1, predict the reaction product. The product is: [F:1][C:2]1[CH:3]=[C:4]([N:10]2[CH2:14][C@H:13]([CH2:15][NH:16][C:17](=[O:19])[CH3:18])[O:12][C:11]2=[O:20])[CH:5]=[CH:6][C:7]=1[N:8]1[CH:30]=[C:27]([C:26]2[CH:25]=[CH:24][N:23]=[CH:22][CH:21]=2)[CH:28]=[N:9]1. (4) Given the reactants [CH2:1]([O:4][C:5](=[O:21])[NH:6][CH2:7][CH2:8][C:9]1[C:18]2[C:13](=[CH:14][C:15]([OH:19])=[CH:16][CH:17]=2)[O:12][C:11](=[O:20])[CH:10]=1)[CH:2]=[CH2:3].N1C=CC=CC=1.[C:28](OC(=O)C)(=[O:30])C.[CH2:35]1N2CN3CN(C2)CN1C3, predict the reaction product. The product is: [CH:28]([C:14]1[C:13]2[O:12][C:11](=[O:20])[C:10]3[CH2:35][N:6]([C:5]([O:4][CH2:1][CH:2]=[CH2:3])=[O:21])[CH2:7][CH2:8][C:9]=3[C:18]=2[CH:17]=[CH:16][C:15]=1[OH:19])=[O:30].